Dataset: Full USPTO retrosynthesis dataset with 1.9M reactions from patents (1976-2016). Task: Predict the reactants needed to synthesize the given product. (1) Given the product [F:38][C:39]1[CH:40]=[C:41]([CH:42]=[C:43]([F:56])[C:44]=1[O:45][Si:46]([CH:47]([CH3:49])[CH3:48])([CH:50]([CH3:52])[CH3:51])[CH:53]([CH3:54])[CH3:55])[CH2:57][CH:58]([CH:68]=[CH:9][C:8]1[CH:29]=[C:30]([F:33])[CH:31]=[CH:32][C:7]=1[O:6][CH2:5][C:4]1[CH:34]=[CH:35][CH:36]=[CH:37][C:3]=1[Cl:2])[CH2:59][CH2:60][CH2:61][CH2:62][C:63]([O:65][CH2:66][CH3:67])=[O:64], predict the reactants needed to synthesize it. The reactants are: [Br-].[Cl:2][C:3]1[CH:37]=[CH:36][CH:35]=[CH:34][C:4]=1[CH2:5][O:6][C:7]1[CH:32]=[CH:31][C:30]([F:33])=[CH:29][C:8]=1[CH2:9][P+](C1C=CC=CC=1)(C1C=CC=CC=1)C1C=CC=CC=1.[F:38][C:39]1[CH:40]=[C:41]([CH2:57][CH:58]([CH:68]=O)[CH2:59][CH2:60][CH2:61][CH2:62][C:63]([O:65][CH2:66][CH3:67])=[O:64])[CH:42]=[C:43]([F:56])[C:44]=1[O:45][Si:46]([CH:53]([CH3:55])[CH3:54])([CH:50]([CH3:52])[CH3:51])[CH:47]([CH3:49])[CH3:48]. (2) Given the product [NH2:16][CH2:15][C@H:12]1[CH2:13][CH2:14][C@H:9]([C:8]#[N:7])[CH2:10][CH2:11]1, predict the reactants needed to synthesize it. The reactants are: C(OC(=O)[NH:7][CH2:8][C@H:9]1[CH2:14][CH2:13][C@H:12]([C:15]#[N:16])[CH2:11][CH2:10]1)(C)(C)C.C(O)(C(F)(F)F)=O.CC(=O)OCC. (3) Given the product [N:40]1([C:36]2[CH:35]=[C:34]([C:30]3[CH:29]=[C:28]([C:27]4[CH2:26][C:25](=[O:46])[NH:24][C:9]5[CH:10]=[C:11]([C:50]([F:53])([F:52])[F:51])[C:12]([O:14][CH2:15][C:50]([F:53])([F:52])[F:51])=[CH:13][C:8]=5[N:7]=4)[CH:33]=[CH:32][CH:31]=3)[CH:39]=[CH:38][N:37]=2)[CH2:41][CH2:42][CH2:43][CH2:44]1, predict the reactants needed to synthesize it. The reactants are: C(OC(=O)[NH:7][C:8]1[CH:13]=[C:12]([O:14][CH2:15]C(F)(F)F)[C:11](C(F)(F)F)=[CH:10][C:9]=1[NH:24][C:25](=[O:46])[CH2:26][C:27](=O)[C:28]1[CH:33]=[CH:32][CH:31]=[C:30]([C:34]2[CH:39]=[CH:38][N:37]=[C:36]([N:40]3[CH2:44][CH2:43][CH2:42][CH2:41]3)[CH:35]=2)[CH:29]=1)(C)(C)C.C(O)([C:50]([F:53])([F:52])[F:51])=O. (4) Given the product [CH3:20][C:21]1[S:22][C:23]([C:29]2[CH:30]=[C:31]([CH3:35])[CH:32]=[CH:33][CH:34]=2)=[C:24]([C:26]([N:2]2[C@H:3]([CH2:7][NH:8][C:9]([C:11]3[CH:12]=[CH:13][CH:14]=[C:15]4[O:19][CH:18]=[CH:17][C:16]=34)=[O:10])[CH2:4][C@H:5]3[C@@H:1]2[CH2:6]3)=[O:27])[N:25]=1, predict the reactants needed to synthesize it. The reactants are: [C@H:1]12[CH2:6][C@H:5]1[CH2:4][C@@H:3]([CH2:7][NH:8][C:9]([C:11]1[CH:12]=[CH:13][CH:14]=[C:15]3[O:19][CH:18]=[CH:17][C:16]=13)=[O:10])[NH:2]2.[CH3:20][C:21]1[S:22][C:23]([C:29]2[CH:30]=[C:31]([CH3:35])[CH:32]=[CH:33][CH:34]=2)=[C:24]([C:26](O)=[O:27])[N:25]=1. (5) Given the product [CH3:32][O:33][C:2]1[CH:7]=[CH:6][C:5]([C:8]([N:10]2[CH2:27][CH2:26][C:13]3([O:14][C:15]4[CH:25]=[CH:24][CH:23]=[CH:22][C:16]=4[N:17]4[CH:21]=[CH:20][CH:19]=[C:18]34)[CH2:12][CH2:11]2)=[O:9])=[CH:4][C:3]=1[S:28]([CH3:31])(=[O:30])=[O:29], predict the reactants needed to synthesize it. The reactants are: F[C:2]1[CH:7]=[CH:6][C:5]([C:8]([N:10]2[CH2:27][CH2:26][C:13]3([C:18]4=[CH:19][CH:20]=[CH:21][N:17]4[C:16]4[CH:22]=[CH:23][CH:24]=[CH:25][C:15]=4[O:14]3)[CH2:12][CH2:11]2)=[O:9])=[CH:4][C:3]=1[S:28]([CH3:31])(=[O:30])=[O:29].[CH3:32][OH:33].[H-].[Na+]. (6) Given the product [NH2:21][C:3]1[C:2]([F:1])=[C:7]([C:8]([C:10]2[CH:11]=[C:12]3[C:17](=[CH:18][CH:19]=2)[N:16]=[CH:15][CH:14]=[N:13]3)=[O:9])[C:6]([F:20])=[CH:5][CH:4]=1, predict the reactants needed to synthesize it. The reactants are: [F:1][C:2]1[C:7]([C:8]([C:10]2[CH:11]=[C:12]3[C:17](=[CH:18][CH:19]=2)[N:16]=[CH:15][CH:14]=[N:13]3)=[O:9])=[C:6]([F:20])[CH:5]=[CH:4][C:3]=1[NH:21]C(=O)OC(C)(C)C. (7) Given the product [CH3:1][NH:4][C:22]1[CH:21]=[CH:20][CH:19]=[C:18]([N:15]2[CH2:16][CH2:17][NH:12][CH2:13][CH2:14]2)[CH:23]=1, predict the reactants needed to synthesize it. The reactants are: [CH:1]([O-])=O.[NH4+:4].C1(C[N:12]2[CH2:17][CH2:16][N:15]([C:18]3[CH:19]=[C:20](CN)[CH:21]=[CH:22][CH:23]=3)[CH2:14][CH2:13]2)C=CC=CC=1.